Dataset: Retrosynthesis with 50K atom-mapped reactions and 10 reaction types from USPTO. Task: Predict the reactants needed to synthesize the given product. (1) Given the product CCOC(=O)N1CCc2cccnc2C1c1ccc(F)cc1, predict the reactants needed to synthesize it. The reactants are: CCOC(=O)N1C=Cc2cccnc2C1c1ccc(F)cc1. (2) Given the product CCN(CC)CCOc1cccc(N2CCNCC2)c1C, predict the reactants needed to synthesize it. The reactants are: CCN(CC)CCOc1cccc(N2CCN(C(=O)OC(C)(C)C)CC2)c1C. (3) Given the product CC(C)(C)c1ccc(S(=O)(=O)Nc2ccc3[nH]c(C(=O)NC4CCOCC4)c(-c4ccccc4)c3c2)cc1, predict the reactants needed to synthesize it. The reactants are: CC(C)(C)c1ccc(S(=O)(=O)Nc2ccc3[nH]c(C(=O)O)c(-c4ccccc4)c3c2)cc1.NC1CCOCC1. (4) Given the product CCc1cnn(C)c1-c1cc(C(=O)O)sc1C, predict the reactants needed to synthesize it. The reactants are: CCc1cnn(C)c1-c1cc(C(=O)OC)sc1C. (5) Given the product CC(=O)c1ccc(-c2ccc(C(=O)N3CCc4cc5c(cc43)C3(CCN(C)CC3)CO5)cc2)c(C)c1, predict the reactants needed to synthesize it. The reactants are: CC(=O)c1ccc(-c2ccc(C(=O)O)cc2)c(C)c1.CN1CCC2(CC1)COc1cc3c(cc12)NCC3.